From a dataset of Peptide-MHC class II binding affinity with 134,281 pairs from IEDB. Regression. Given a peptide amino acid sequence and an MHC pseudo amino acid sequence, predict their binding affinity value. This is MHC class II binding data. The MHC is DRB3_0101 with pseudo-sequence DRB3_0101. The peptide sequence is GELQIVDKIDNAFKI. The binding affinity (normalized) is 0.748.